From a dataset of Reaction yield outcomes from USPTO patents with 853,638 reactions. Predict the reaction yield, written as a fraction of the theoretical maximum amount of product (1.0 means a 100% yield; for example, 0.34 means a 34% yield). (1) The catalyst is C([O-])(=O)C.[Pd+2].C([O-])(=O)C.COCCOC. The product is [Br:17][C:18]1[CH:23]=[CH:22][CH:21]=[CH:20][C:19]=1[C:2]1[CH:7]=[CH:6][C:5]([C:8]2[O:9][C:10]3[CH:16]=[CH:15][CH:14]=[CH:13][C:11]=3[N:12]=2)=[CH:4][CH:3]=1. The yield is 0.290. The reactants are I[C:2]1[CH:7]=[CH:6][C:5]([C:8]2[O:9][C:10]3[CH:16]=[CH:15][CH:14]=[CH:13][C:11]=3[N:12]=2)=[CH:4][CH:3]=1.[Br:17][C:18]1[CH:23]=[CH:22][CH:21]=[CH:20][C:19]=1B(O)O.C1(C)C=CC=CC=1P(C1C=CC=CC=1C)C1C=CC=CC=1C.C(=O)([O-])[O-].[K+].[K+]. (2) The reactants are [CH3:1][C:2]1[S:3][CH:4]=[C:5]([C:7]2[S:11][C:10]([S:12](Cl)(=[O:14])=[O:13])=[CH:9][CH:8]=2)[N:6]=1.[NH2:16][C:17]1[CH:18]=[C:19]([CH:23]=[CH:24][CH:25]=1)[C:20]([OH:22])=[O:21]. No catalyst specified. The product is [CH3:1][C:2]1[S:3][CH:4]=[C:5]([C:7]2[S:11][C:10]([S:12]([NH:16][C:17]3[CH:18]=[C:19]([CH:23]=[CH:24][CH:25]=3)[C:20]([OH:22])=[O:21])(=[O:14])=[O:13])=[CH:9][CH:8]=2)[N:6]=1. The yield is 0.140. (3) The reactants are [C:1]([O:5][C:6]([NH:8][CH2:9][CH2:10][CH2:11][C:12]([OH:14])=O)=[O:7])([CH3:4])([CH3:3])[CH3:2].C1CN([P+](ON2N=NC3C=CC=CC2=3)(N2CCCC2)N2CCCC2)CC1.F[P-](F)(F)(F)(F)F.CCN(C(C)C)C(C)C.[N:57]1([C:63]2[N:68]=[CH:67][CH:66]=[CH:65][N:64]=2)[CH2:62][CH2:61][NH:60][CH2:59][CH2:58]1. The catalyst is C(Cl)Cl. The product is [O:14]=[C:12]([N:60]1[CH2:61][CH2:62][N:57]([C:63]2[N:64]=[CH:65][CH:66]=[CH:67][N:68]=2)[CH2:58][CH2:59]1)[CH2:11][CH2:10][CH2:9][NH:8][C:6](=[O:7])[O:5][C:1]([CH3:2])([CH3:3])[CH3:4]. The yield is 0.551. (4) The reactants are C[O:2][CH2:3][C@H:4]([CH3:34])[O:5][C:6]1[CH:7]=[C:8]([CH:20]=[C:21]([C:23]2[NH:24][C:25]([C:28]3[O:29][C:30]([CH3:33])=[N:31][N:32]=3)=[CH:26][CH:27]=2)[CH:22]=1)[O:9][C:10]1[CH:11]=[CH:12][C:13]([S:16]([CH3:19])(=[O:18])=[O:17])=[N:14][CH:15]=1.B(Br)(Br)Br.[Cl-].[NH4+]. The catalyst is C(Cl)Cl. The product is [CH3:33][C:30]1[O:29][C:28]([C:25]2[NH:24][C:23]([C:21]3[CH:22]=[C:6]([CH:7]=[C:8]([O:9][C:10]4[CH:15]=[N:14][C:13]([S:16]([CH3:19])(=[O:17])=[O:18])=[CH:12][CH:11]=4)[CH:20]=3)[O:5][C@@H:4]([CH3:34])[CH2:3][OH:2])=[CH:27][CH:26]=2)=[N:32][N:31]=1. The yield is 0.610. (5) The reactants are [CH:1]([NH:4][C:5]([C@@H:7]1[CH2:12][CH2:11][C@H:10]([NH:13]C(=O)OC(C)(C)C)[CH2:9][CH2:8]1)=[O:6])([CH3:3])[CH3:2].[ClH:21].O1CCOCC1. The catalyst is C(Cl)Cl. The product is [ClH:21].[NH2:13][C@@H:10]1[CH2:9][CH2:8][C@H:7]([C:5]([NH:4][CH:1]([CH3:3])[CH3:2])=[O:6])[CH2:12][CH2:11]1. The yield is 1.02. (6) The reactants are Cl[C:2]1[C:3]([CH3:21])=[CH:4][N:5]2[C:10]([C:11]=1[CH3:12])=[C:9]([CH:13]1[CH2:15][CH2:14]1)[CH:8]=[C:7]([C:16]([O:18][CH3:19])=[O:17])[C:6]2=[O:20].[NH:22]1[C:30]2[C:25](=[CH:26][C:27](B3OC(C)(C)C(C)(C)O3)=[CH:28][CH:29]=2)[CH:24]=[N:23]1. No catalyst specified. The product is [NH:22]1[C:30]2[C:25](=[CH:26][C:27]([C:2]3[C:3]([CH3:21])=[CH:4][N:5]4[C:10]([C:11]=3[CH3:12])=[C:9]([CH:13]3[CH2:15][CH2:14]3)[CH:8]=[C:7]([C:16]([O:18][CH3:19])=[O:17])[C:6]4=[O:20])=[CH:28][CH:29]=2)[CH:24]=[N:23]1. The yield is 0.450.